This data is from Forward reaction prediction with 1.9M reactions from USPTO patents (1976-2016). The task is: Predict the product of the given reaction. (1) Given the reactants [Cl:1][C:2]1[CH:34]=[CH:33][CH:32]=[CH:31][C:3]=1[C:4]([NH:6]C(=O)NC1SC2C=C(S(CCNCC3CCCO3)(=O)=O)C=CC=2N=1)=[O:5].ClC(O[CH:39]([CH3:41])[CH3:40])=O.[CH3:42][CH2:43]N(C(C)C)C(C)C.N, predict the reaction product. The product is: [Cl:1][C:2]1[CH:34]=[CH:33][C:32]([CH:39]2[CH2:41][CH2:43][CH:42]=[CH:40]2)=[CH:31][C:3]=1[C:4]([NH2:6])=[O:5]. (2) Given the reactants [C:1]1([CH2:7][O:8][C:9]2[CH:14]=[CH:13][C:12]([S:15](Cl)(=[O:17])=[O:16])=[CH:11][CH:10]=2)[CH:6]=[CH:5][CH:4]=[CH:3][CH:2]=1.C(N(CC)CC)C.[F:26][C:27]1[C:32]([OH:33])=[C:31]([F:34])[C:30]([F:35])=[C:29]([F:36])[C:28]=1[F:37].Cl, predict the reaction product. The product is: [C:1]1([CH2:7][O:8][C:9]2[CH:14]=[CH:13][C:12]([S:15]([O:33][C:32]3[C:27]([F:26])=[C:28]([F:37])[C:29]([F:36])=[C:30]([F:35])[C:31]=3[F:34])(=[O:17])=[O:16])=[CH:11][CH:10]=2)[CH:2]=[CH:3][CH:4]=[CH:5][CH:6]=1. (3) Given the reactants [F:1][C:2]1[CH:10]=[C:9]([C:11]([F:14])([F:13])[F:12])[CH:8]=[CH:7][C:3]=1[C:4](Cl)=[O:5].[NH2:15][C:16]1[CH:25]=[CH:24][C:19]([C:20]([O:22][CH3:23])=[O:21])=[CH:18][CH:17]=1.N1C=CC=CC=1.O, predict the reaction product. The product is: [F:1][C:2]1[CH:10]=[C:9]([C:11]([F:14])([F:13])[F:12])[CH:8]=[CH:7][C:3]=1[C:4]([NH:15][C:16]1[CH:17]=[CH:18][C:19]([C:20]([O:22][CH3:23])=[O:21])=[CH:24][CH:25]=1)=[O:5].